This data is from Aqueous solubility values for 9,982 compounds from the AqSolDB database. The task is: Regression/Classification. Given a drug SMILES string, predict its absorption, distribution, metabolism, or excretion properties. Task type varies by dataset: regression for continuous measurements (e.g., permeability, clearance, half-life) or binary classification for categorical outcomes (e.g., BBB penetration, CYP inhibition). For this dataset (solubility_aqsoldb), we predict Y. The drug is CCOC(=O)OCn1c(=O)[nH]cc(F)c1=O. The Y is -1.46 log mol/L.